The task is: Predict the reactants needed to synthesize the given product.. This data is from Full USPTO retrosynthesis dataset with 1.9M reactions from patents (1976-2016). (1) Given the product [C:1]([O:5][C:6]([N:8]1[CH2:13][CH2:12][CH:11]([NH:23][CH2:22][C:21]2[CH:24]=[C:25]([C:27]([F:28])([F:29])[F:30])[CH:26]=[C:19]([C:18]([F:17])([F:31])[F:32])[CH:20]=2)[CH2:10][CH:9]1[CH2:15][CH3:16])=[O:7])([CH3:4])([CH3:3])[CH3:2], predict the reactants needed to synthesize it. The reactants are: [C:1]([O:5][C:6]([N:8]1[CH2:13][CH2:12][C:11](=O)[CH2:10][CH:9]1[CH2:15][CH3:16])=[O:7])([CH3:4])([CH3:3])[CH3:2].[F:17][C:18]([F:32])([F:31])[C:19]1[CH:20]=[C:21]([CH:24]=[C:25]([C:27]([F:30])([F:29])[F:28])[CH:26]=1)[CH2:22][NH2:23].[BH4-].[Na+]. (2) Given the product [CH2:16]([O:15][C:13](=[O:14])[C:7]1[C:6]([F:8])=[CH:5][CH:4]=[C:3]([N+:9]([O-:11])=[O:10])[C:2]=1[F:1])[C:17]1[CH:22]=[CH:21][CH:20]=[CH:19][CH:18]=1, predict the reactants needed to synthesize it. The reactants are: [F:1][C:2]1[CH:7]=[C:6]([F:8])[CH:5]=[CH:4][C:3]=1[N+:9]([O-:11])=[O:10].Cl[C:13]([O:15][CH2:16][C:17]1[CH:22]=[CH:21][CH:20]=[CH:19][CH:18]=1)=[O:14].C(NC(C)C)(C)C.[Li].